This data is from Reaction yield outcomes from USPTO patents with 853,638 reactions. The task is: Predict the reaction yield, written as a fraction of the theoretical maximum amount of product (1.0 means a 100% yield; for example, 0.34 means a 34% yield). (1) The reactants are Br[C:2]1[CH:7]=[CH:6][N:5]2[CH:8]=[C:9]([C:11]3[CH:16]=[CH:15][CH:14]=[C:13]([O:17][CH3:18])[CH:12]=3)[N:10]=[C:4]2[CH:3]=1.Cl.[F:20][CH2:21][CH2:22][NH2:23]. No catalyst specified. The product is [F:20][CH2:21][CH2:22][NH:23][C:2]1[CH:7]=[CH:6][N:5]2[CH:8]=[C:9]([C:11]3[CH:16]=[CH:15][CH:14]=[C:13]([O:17][CH3:18])[CH:12]=3)[N:10]=[C:4]2[CH:3]=1. The yield is 0.360. (2) The reactants are [Br:1][C:2]1[CH:16]=[CH:15][C:5]([CH2:6][N:7]2[CH2:12][C@H:11]([CH3:13])[O:10][C@H:9]([CH3:14])[CH2:8]2)=[C:4](F)[CH:3]=1.C(NC([O:23][CH2:24][CH3:25])=O)C.[H-].[Na+]. The catalyst is O1CCOCC1. The product is [Br:1][C:2]1[CH:16]=[CH:15][C:5]([CH2:6][N:7]2[CH2:12][C@H:11]([CH3:13])[O:10][C@H:9]([CH3:14])[CH2:8]2)=[C:4]([O:23][CH2:24][CH3:25])[CH:3]=1. The yield is 0.140. (3) The reactants are [OH-].[K+].[CH3:3][O:4][C:5]1[CH:6]=[C:7]([CH2:13][O:14][C:15]2[CH:16]=[C:17]([NH2:20])[NH:18][N:19]=2)[CH:8]=[C:9]([O:11][CH3:12])[CH:10]=1.C(=O)(OC(C)(C)C)[O:22][C:23]([O:25][C:26]([CH3:29])([CH3:28])[CH3:27])=O. The catalyst is O.ClCCl. The product is [NH2:20][C:17]1[N:18]([C:23]([O:25][C:26]([CH3:29])([CH3:28])[CH3:27])=[O:22])[N:19]=[C:15]([O:14][CH2:13][C:7]2[CH:6]=[C:5]([O:4][CH3:3])[CH:10]=[C:9]([O:11][CH3:12])[CH:8]=2)[CH:16]=1. The yield is 0.990. (4) The reactants are [CH3:1][O:2][CH2:3][CH:4]1[CH2:8][N:7]([C:9](OC(C)(C)C)=[O:10])[CH:6]([C:16]2[NH:20][C:19]3[C:21]4[C:26]([CH:27]=[CH:28][C:18]=3[N:17]=2)=[CH:25][C:24]2[C:29]3[C:34]([CH2:35][O:36][C:23]=2[CH:22]=4)=[CH:33][C:32]([B:37]2[O:41][C:40]([CH3:43])([CH3:42])[C:39]([CH3:45])([CH3:44])[O:38]2)=[CH:31][CH:30]=3)[CH2:5]1.Cl.[CH3:47][O:48][C@H:49]([CH3:59])[C@H:50]([NH:54][C:55]([O:57][CH3:58])=[O:56])C(O)=O.CN(C(ON1N=NC2C=CC=NC1=2)=[N+](C)C)C.F[P-](F)(F)(F)(F)F.CCN(C(C)C)C(C)C. The catalyst is C(Cl)Cl.CO. The product is [CH3:1][O:2][CH2:3][CH:4]1[CH2:8][N:7]([C:9](=[O:10])[CH:50]([NH:54][C:55](=[O:56])[O:57][CH3:58])[CH:49]([O:48][CH3:47])[CH3:59])[CH:6]([C:16]2[NH:20][C:19]3[C:21]4[C:26]([CH:27]=[CH:28][C:18]=3[N:17]=2)=[CH:25][C:24]2[C:29]3[C:34]([CH2:35][O:36][C:23]=2[CH:22]=4)=[CH:33][C:32]([B:37]2[O:38][C:39]([CH3:45])([CH3:44])[C:40]([CH3:42])([CH3:43])[O:41]2)=[CH:31][CH:30]=3)[CH2:5]1. The yield is 0.920. (5) The reactants are [CH3:1][CH:2]([CH2:5][C:6]([F:9])([F:8])[F:7])[CH2:3][OH:4].CC(OI1(OC(C)=O)(OC(C)=O)OC(=O)C2C=CC=CC1=2)=O.[O-]S([O-])(=S)=O.[Na+].[Na+].C(=O)(O)[O-].[Na+]. The catalyst is C(Cl)Cl.O.C(OCC)C. The product is [CH3:1][CH:2]([CH2:5][C:6]([F:9])([F:8])[F:7])[CH:3]=[O:4]. The yield is 0.880.